From a dataset of Forward reaction prediction with 1.9M reactions from USPTO patents (1976-2016). Predict the product of the given reaction. (1) Given the reactants [Br:1][C:2]1[CH:7]=[CH:6][CH:5]=[CH:4][C:3]=1[CH2:8][CH2:9][OH:10].[O:11]1[CH:16]=[CH:15][CH2:14][CH2:13][CH2:12]1.C12(CS(O)(=O)=O)C(C)(C)C(CC1)CC2=O.C([O-])([O-])=O.[K+].[K+], predict the reaction product. The product is: [Br:1][C:2]1[CH:7]=[CH:6][CH:5]=[CH:4][C:3]=1[CH2:8][CH2:9][O:10][CH:12]1[CH2:13][CH2:14][CH2:15][CH2:16][O:11]1. (2) Given the reactants CO[CH:3](OC)[CH2:4][C:5]1[CH:29]=[CH:28][C:8]([NH:9][CH:10]2[CH2:15][CH2:14][N:13]([C:16]([C:18]3[CH:27]=[CH:26][C:21]([C:22]([O:24]C)=[O:23])=[CH:20][CH:19]=3)=[O:17])[CH2:12][CH2:11]2)=[CH:7][CH:6]=1.[I-].[Na+].Cl[Si](Cl)(Cl)C.C(O)(=O)C.[NH2:43][CH2:44][C@@H:45]([C:47]1[CH:48]=[CH:49][C:50]([OH:58])=[C:51]([NH:53][S:54]([CH3:57])(=[O:56])=[O:55])[CH:52]=1)[OH:46].C([BH3-])#N.[Na+], predict the reaction product. The product is: [OH:46][C@H:45]([C:47]1[CH:48]=[CH:49][C:50]([OH:58])=[C:51]([NH:53][S:54]([CH3:57])(=[O:56])=[O:55])[CH:52]=1)[CH2:44][NH:43][CH2:3][CH2:4][C:5]1[CH:29]=[CH:28][C:8]([NH:9][CH:10]2[CH2:11][CH2:12][N:13]([C:16]([C:18]3[CH:27]=[CH:26][C:21]([C:22]([OH:24])=[O:23])=[CH:20][CH:19]=3)=[O:17])[CH2:14][CH2:15]2)=[CH:7][CH:6]=1. (3) Given the reactants Cl[C:2]1[C:11]2[C:6](=[CH:7][C:8]([O:14][CH3:15])=[C:9]([O:12][CH3:13])[CH:10]=2)[N:5]=[CH:4][C:3]=1[C:16]([NH2:18])=[O:17].[NH2:19][C:20]1[CH:28]=[CH:27][CH:26]=[C:25]2[C:21]=1[CH2:22][CH2:23][C:24]2=[O:29].C(O)(=O)C.C([O-])(O)=O.[Na+], predict the reaction product. The product is: [CH3:13][O:12][C:9]1[CH:10]=[C:11]2[C:6](=[CH:7][C:8]=1[O:14][CH3:15])[N:5]=[CH:4][C:3]([C:16]([NH2:18])=[O:17])=[C:2]2[NH:19][C:20]1[CH:28]=[CH:27][CH:26]=[C:25]2[C:21]=1[CH2:22][CH2:23][C:24]2=[O:29]. (4) Given the reactants C([NH:5][S:6]([C:9]1[CH:14]=[CH:13][CH:12]=[C:11]([C:15]2[N:16]=[C:17]([C:20]3[CH:25]=[C:24]([C:26]4[CH:31]=[CH:30][C:29]([C:32]([F:35])([F:34])[F:33])=[CH:28][CH:27]=4)[CH:23]=[C:22]([CH3:36])[N:21]=3)[S:18][CH:19]=2)[CH:10]=1)(=[O:8])=[O:7])(C)(C)C.C(O)(C(F)(F)F)=O, predict the reaction product. The product is: [CH3:36][C:22]1[N:21]=[C:20]([C:17]2[S:18][CH:19]=[C:15]([C:11]3[CH:10]=[C:9]([S:6]([NH2:5])(=[O:7])=[O:8])[CH:14]=[CH:13][CH:12]=3)[N:16]=2)[CH:25]=[C:24]([C:26]2[CH:31]=[CH:30][C:29]([C:32]([F:35])([F:33])[F:34])=[CH:28][CH:27]=2)[CH:23]=1. (5) The product is: [CH2:7]([N:14]1[C@H:19]([CH2:20][NH:22][C@H:40]2[C:13]3[C:8](=[CH:9][CH:10]=[CH:11][CH:12]=3)[CH2:43][CH2:42][CH2:41]2)[CH2:18][N:17]2[CH2:23][CH2:24][CH2:25][C@@H:16]2[CH2:15]1)[C:8]1[CH:9]=[CH:10][CH:11]=[CH:12][CH:13]=1. Given the reactants [H-].[Al+3].[Li+].[H-].[H-].[H-].[CH2:7]([N:14]1[C@H:19]([C:20]([NH2:22])=O)[CH2:18][N:17]2[CH2:23][CH2:24][CH2:25][C@@H:16]2[CH:15]1[C@H]1C2C(=CC=CC=2)CCC1)[C:8]1[CH:13]=[CH:12][CH:11]=[CH:10][CH:9]=1.O.[OH-].[Na+].O1[CH2:43][CH2:42][CH2:41][CH2:40]1, predict the reaction product.